From a dataset of Catalyst prediction with 721,799 reactions and 888 catalyst types from USPTO. Predict which catalyst facilitates the given reaction. (1) Reactant: [CH3:1][O:2][C:3]1[N:8]=[CH:7][C:6]([C:9]2[N:17]3[C:12]([CH:13]=[N:14][C:15](OS(C(F)(F)F)(=O)=O)=[N:16]3)=[CH:11][CH:10]=2)=[CH:5][CH:4]=1.C(N(CC)C(C)C)(C)C.[CH3:35][S:36]([N:39]1[C:48]2[C:43](=[CH:44][CH:45]=[C:46]([NH2:49])[CH:47]=2)[CH2:42][CH2:41][CH2:40]1)(=[O:38])=[O:37]. Product: [CH3:35][S:36]([N:39]1[C:48]2[C:43](=[CH:44][CH:45]=[C:46]([NH:49][C:15]3[N:14]=[CH:13][C:12]4=[CH:11][CH:10]=[C:9]([C:6]5[CH:7]=[N:8][C:3]([O:2][CH3:1])=[CH:4][CH:5]=5)[N:17]4[N:16]=3)[CH:47]=2)[CH2:42][CH2:41][CH2:40]1)(=[O:38])=[O:37]. The catalyst class is: 508. (2) Reactant: [NH2:1][C:2]1[C:11]2[N:10]=[C:9]([C:12]3[CH:17]=[CH:16][C:15]([C:18]45[CH2:26][CH2:25][C:22]([CH2:27][C:28]([O:30]C)=[O:29])([CH2:23][CH2:24]4)[CH2:21][CH2:20][CH2:19]5)=[CH:14][CH:13]=3)[C:8]([CH3:33])([CH3:32])[O:7][C:6]=2[N:5]=[CH:4][N:3]=1.[OH-].[Na+]. Product: [NH2:1][C:2]1[C:11]2[N:10]=[C:9]([C:12]3[CH:13]=[CH:14][C:15]([C:18]45[CH2:26][CH2:25][C:22]([CH2:27][C:28]([OH:30])=[O:29])([CH2:23][CH2:24]4)[CH2:21][CH2:20][CH2:19]5)=[CH:16][CH:17]=3)[C:8]([CH3:33])([CH3:32])[O:7][C:6]=2[N:5]=[CH:4][N:3]=1. The catalyst class is: 5. (3) Reactant: [Cl:1][C:2]1[CH:8]=[CH:7][C:6]([N+:9]([O-:11])=[O:10])=[CH:5][C:3]=1N.S(=O)(=O)(O)O.N([O-])=O.[Na+].[I-:21].[K+]. Product: [Cl:1][C:2]1[CH:8]=[CH:7][C:6]([N+:9]([O-:11])=[O:10])=[CH:5][C:3]=1[I:21]. The catalyst class is: 6.